Predict the reactants needed to synthesize the given product. From a dataset of Full USPTO retrosynthesis dataset with 1.9M reactions from patents (1976-2016). (1) Given the product [CH2:1]([O:8][C:9]1[CH:18]=[CH:17][CH:16]=[C:15]2[C:10]=1[CH2:11][CH2:12][CH2:13][CH:14]2[C:19]([NH:22][C:23]1[CH:28]=[N:27][C:26]([CH:29]([CH3:31])[CH3:30])=[CH:25][CH:24]=1)=[O:21])[C:2]1[CH:7]=[CH:6][CH:5]=[CH:4][CH:3]=1, predict the reactants needed to synthesize it. The reactants are: [CH2:1]([O:8][C:9]1[CH:18]=[CH:17][CH:16]=[C:15]2[C:10]=1[CH2:11][CH2:12][CH2:13][CH:14]2[C:19]([OH:21])=O)[C:2]1[CH:7]=[CH:6][CH:5]=[CH:4][CH:3]=1.[NH2:22][C:23]1[CH:24]=[CH:25][C:26]([CH:29]([CH3:31])[CH3:30])=[N:27][CH:28]=1. (2) Given the product [CH3:1][C:2]1([CH3:5])[CH2:3][C:37](=[CH2:38])[C:36]2[C:31](=[CH:32][CH:33]=[C:34]([C:40]([O:42][CH3:43])=[O:41])[CH:35]=2)[O:4]1, predict the reactants needed to synthesize it. The reactants are: [CH3:1][C:2]([CH3:5])([O-:4])[CH3:3].[K+].[Br-].C1(C([PH3+])(C2C=CC=CC=2)C2C=CC=CC=2)C=CC=CC=1.CC1(C)[CH2:38][C:37](=O)[C:36]2[C:31](=[CH:32][CH:33]=[C:34]([C:40]([O:42][CH3:43])=[O:41])[CH:35]=2)O1. (3) Given the product [O:12]=[C:13]1[CH2:14][O:11][C:5]2[CH:4]=[CH:3][C:2]([CH:24]=[O:22])=[N:7][C:6]=2[NH:8]1, predict the reactants needed to synthesize it. The reactants are: Br[C:2]1[N:7]=[C:6]([N+:8]([O-])=O)[C:5]([OH:11])=[CH:4][CH:3]=1.[OH:12][C:13]1[C:14]([N+]([O-])=O)=NC=CC=1.[O:22]([CH3:24])[Na].BrBr. (4) Given the product [C:36]([N:19]1[C:20]2[C:25](=[CH:24][CH:23]=[CH:22][CH:21]=2)[C:17]([CH2:16][C@H:11]2[CH2:12][O:13][CH2:14][CH2:15][N:10]2[C:8]2[S:9][C:5]3[C:4](=[O:27])[CH2:3][C:2]([CH3:28])([CH3:1])[CH2:26][C:6]=3[N:7]=2)=[CH:18]1)(=[O:38])[CH3:37], predict the reactants needed to synthesize it. The reactants are: [CH3:1][C:2]1([CH3:28])[CH2:26][C:6]2[N:7]=[C:8]([N:10]3[CH2:15][CH2:14][O:13][CH2:12][C@@H:11]3[CH2:16][C:17]3[C:25]4[C:20](=[CH:21][CH:22]=[CH:23][CH:24]=4)[NH:19][CH:18]=3)[S:9][C:5]=2[C:4](=[O:27])[CH2:3]1.C(N(CC)CC)C.[C:36](OC(=O)C)(=[O:38])[CH3:37]. (5) Given the product [CH3:8][C:3]1[C:2]([O:1][S:16]([C:19]([F:22])([F:21])[F:20])(=[O:18])=[O:17])=[CH:7][CH:6]=[CH:5][N:4]=1, predict the reactants needed to synthesize it. The reactants are: [OH:1][C:2]1[C:3]([CH3:8])=[N:4][CH:5]=[CH:6][CH:7]=1.C1(N([S:16]([C:19]([F:22])([F:21])[F:20])(=[O:18])=[O:17])[S:16]([C:19]([F:22])([F:21])[F:20])(=[O:18])=[O:17])C=CC=CC=1.CCN(CC)CC. (6) Given the product [CH:42]1([NH:43][C:22]([C:21]2[CH:20]=[C:19]([S:16]([N:14]3[C:13]([C:28]4[CH:29]=[CH:30][CH:31]=[CH:32][CH:33]=4)=[CH:12][C:11]([CH2:10][N:8]([CH3:9])[C:6](=[O:7])[O:5][C:1]([CH3:4])([CH3:3])[CH3:2])=[CH:15]3)(=[O:18])=[O:17])[CH:27]=[CH:26][CH:25]=2)=[O:24])[CH2:40][CH2:41]1, predict the reactants needed to synthesize it. The reactants are: [C:1]([O:5][C:6]([N:8]([CH2:10][C:11]1[CH:12]=[C:13]([C:28]2[CH:33]=[CH:32][CH:31]=[CH:30][CH:29]=2)[N:14]([S:16]([C:19]2[CH:20]=[C:21]([CH:25]=[CH:26][CH:27]=2)[C:22]([OH:24])=O)(=[O:18])=[O:17])[CH:15]=1)[CH3:9])=[O:7])([CH3:4])([CH3:3])[CH3:2].Cl.C(N=C=N[CH2:40][CH2:41][CH2:42][N:43](C)C)C.ON1C2C=CC=CC=2N=N1.C1(N)CC1.